From a dataset of Full USPTO retrosynthesis dataset with 1.9M reactions from patents (1976-2016). Predict the reactants needed to synthesize the given product. Given the product [NH2:17][C:18]1[CH:19]=[C:20]([S:24][C:2]2[CH:3]=[CH:4][C:5]3[N:6]([CH:8]=[C:9]([NH:11][C:12]([CH:14]4[CH2:16][CH2:15]4)=[O:13])[N:10]=3)[N:7]=2)[CH:21]=[CH:22][CH:23]=1, predict the reactants needed to synthesize it. The reactants are: I[C:2]1[CH:3]=[CH:4][C:5]2[N:6]([CH:8]=[C:9]([NH:11][C:12]([CH:14]3[CH2:16][CH2:15]3)=[O:13])[N:10]=2)[N:7]=1.[NH2:17][C:18]1[CH:19]=[C:20]([SH:24])[CH:21]=[CH:22][CH:23]=1.C(=O)([O-])[O-].[K+].[K+].CN(C)C=O.